Task: Predict which catalyst facilitates the given reaction.. Dataset: Catalyst prediction with 721,799 reactions and 888 catalyst types from USPTO Reactant: [F:1][C:2]1[CH:3]=[CH:4][CH:5]=[C:6]2[C:10]=1[N:9]([C@@H:11]([C:16]1[CH:21]=[CH:20][CH:19]=[C:18]([F:22])[CH:17]=1)[C@H:12]([OH:15])[CH2:13]O)[C:8](=[O:23])[C:7]2([CH3:25])[CH3:24].C1(C)C=CC(S(O)(=O)=O)=CC=1.C(OC)(OC)(OC)C.C(Br)(=O)C.[CH3:49][NH2:50].C(O)C. Product: [F:1][C:2]1[CH:3]=[CH:4][CH:5]=[C:6]2[C:10]=1[N:9]([C@@H:11]([C:16]1[CH:21]=[CH:20][CH:19]=[C:18]([F:22])[CH:17]=1)[C@H:12]([OH:15])[CH2:13][NH:50][CH3:49])[C:8](=[O:23])[C:7]2([CH3:25])[CH3:24]. The catalyst class is: 1.